This data is from Reaction yield outcomes from USPTO patents with 853,638 reactions. The task is: Predict the reaction yield, written as a fraction of the theoretical maximum amount of product (1.0 means a 100% yield; for example, 0.34 means a 34% yield). (1) The reactants are [N+:1]([C:4]1[CH:9]=[CH:8][CH:7]=[CH:6][C:5]=1[S:10]([NH:13][C:14]([CH3:32])([CH3:31])[C:15]([NH:17][CH:18]1[CH:25]2[CH2:26][C:21]3([C:28]([NH2:30])=[O:29])[CH2:22][CH:23]([CH2:27][CH:19]1[CH2:20]3)[CH2:24]2)=[O:16])(=[O:12])=[O:11])([O-])=O. The catalyst is [Pd].CO. The product is [NH2:1][C:4]1[CH:9]=[CH:8][CH:7]=[CH:6][C:5]=1[S:10]([NH:13][C:14]([CH3:32])([CH3:31])[C:15]([NH:17][CH:18]1[CH:25]2[CH2:26][C:21]3([C:28]([NH2:30])=[O:29])[CH2:22][CH:23]([CH2:27][CH:19]1[CH2:20]3)[CH2:24]2)=[O:16])(=[O:11])=[O:12]. The yield is 0.750. (2) The yield is 0.908. The catalyst is O1CCOCC1. The reactants are Cl.[NH2:2][C:3]([C:8]1[CH:13]=[CH:12][C:11]([O:14][CH3:15])=[CH:10][CH:9]=1)=[C:4]([CH3:7])[C:5]#[N:6].C(N)(=[S:18])C. The product is [NH2:2][C:3]([C:8]1[CH:9]=[CH:10][C:11]([O:14][CH3:15])=[CH:12][CH:13]=1)=[C:4]([CH3:7])[C:5]([NH2:6])=[S:18].